Predict the product of the given reaction. From a dataset of Forward reaction prediction with 1.9M reactions from USPTO patents (1976-2016). (1) Given the reactants [C:1]([C:5]1[CH:11]=[C:10]([OH:12])[CH:9]=[CH:8][C:6]=1[OH:7])([CH3:4])([CH3:3])[CH3:2].C([O-])([O-])=O.[K+].[K+].Br[CH2:20][C:21]([O:23][C:24]([CH3:27])([CH3:26])[CH3:25])=[O:22], predict the reaction product. The product is: [C:24]([O:23][C:21](=[O:22])[CH2:20][O:12][C:10]1[CH:9]=[CH:8][C:6]([OH:7])=[C:5]([C:1]([CH3:4])([CH3:2])[CH3:3])[CH:11]=1)([CH3:27])([CH3:26])[CH3:25]. (2) Given the reactants [CH3:1][C:2]1[C:7]([C:8]2[C:16]3[O:15][CH2:14][C@@H:13]([NH:17][C:18]4[CH:31]=[CH:30][C:21]5[C@H:22]([CH2:25][C:26]([O:28]C)=[O:27])[CH2:23][O:24][C:20]=5[CH:19]=4)[C:12]=3[CH:11]=[CH:10][CH:9]=2)=[C:6]([CH3:32])[N:5]=[C:4]([N:33]2[CH2:38][CH2:37][O:36][CH2:35][CH2:34]2)[N:3]=1.[OH-].[Na+].Cl, predict the reaction product. The product is: [CH3:32][C:6]1[C:7]([C:8]2[C:16]3[O:15][CH2:14][C@@H:13]([NH:17][C:18]4[CH:31]=[CH:30][C:21]5[C@H:22]([CH2:25][C:26]([OH:28])=[O:27])[CH2:23][O:24][C:20]=5[CH:19]=4)[C:12]=3[CH:11]=[CH:10][CH:9]=2)=[C:2]([CH3:1])[N:3]=[C:4]([N:33]2[CH2:34][CH2:35][O:36][CH2:37][CH2:38]2)[N:5]=1. (3) Given the reactants [F:1][CH:2]([F:15])[O:3][C:4]1[CH:11]=[CH:10][C:7]([CH:8]=O)=[CH:6][C:5]=1[O:12][CH2:13][CH3:14].[Li][N:17]([Si](C)(C)C)[Si](C)(C)C.B(F)(F)F.[CH3:30][S:31]([CH3:34])(=[O:33])=[O:32], predict the reaction product. The product is: [F:1][CH:2]([F:15])[O:3][C:4]1[CH:11]=[CH:10][C:7]([CH:8]([NH2:17])[CH2:30][S:31]([CH3:34])(=[O:33])=[O:32])=[CH:6][C:5]=1[O:12][CH2:13][CH3:14]. (4) Given the reactants [CH2:1]([N:8]([CH2:31][C:32]1[CH:37]=[CH:36][CH:35]=[CH:34][CH:33]=1)[C:9]1[N:17]=[C:16]([CH2:18][CH2:19][C:20]2([CH3:28])[O:25][CH2:24][C:23]([CH3:27])([CH3:26])[CH2:22][O:21]2)[N:15]=[C:14]2[C:10]=1[N:11]=[C:12](Br)[N:13]2[CH3:29])[C:2]1[CH:7]=[CH:6][CH:5]=[CH:4][CH:3]=1.C([O-])([O-])=O.[K+].[K+].[NH:44]1[CH:48]=[CH:47][N:46]=[N:45]1, predict the reaction product. The product is: [CH2:1]([N:8]([CH2:31][C:32]1[CH:37]=[CH:36][CH:35]=[CH:34][CH:33]=1)[C:9]1[N:17]=[C:16]([CH2:18][CH2:19][C:20]2([CH3:28])[O:25][CH2:24][C:23]([CH3:27])([CH3:26])[CH2:22][O:21]2)[N:15]=[C:14]2[C:10]=1[N:11]=[C:12]([N:45]1[N:46]=[CH:47][CH:48]=[N:44]1)[N:13]2[CH3:29])[C:2]1[CH:7]=[CH:6][CH:5]=[CH:4][CH:3]=1. (5) Given the reactants Cl.[Cl:2][C:3]1[CH:8]=[CH:7][CH:6]=[C:5]([Cl:9])[C:4]=1[CH2:10][C:11]([OH:13])=O.[CH2:14]([C@H:21]1[CH2:25][NH:24][C@H:23]([C:26]([NH:28][C:29]2[CH:34]=[CH:33][C:32]([O:35][C:36]3[CH:41]=[CH:40][C:39]([F:42])=[CH:38][CH:37]=3)=[CH:31][CH:30]=2)=[O:27])[CH2:22]1)[C:15]1[CH:20]=[CH:19][CH:18]=[CH:17][CH:16]=1, predict the reaction product. The product is: [CH2:14]([C@H:21]1[CH2:25][N:24]([C:11](=[O:13])[CH2:10][C:4]2[C:5]([Cl:9])=[CH:6][CH:7]=[CH:8][C:3]=2[Cl:2])[C@H:23]([C:26]([NH:28][C:29]2[CH:34]=[CH:33][C:32]([O:35][C:36]3[CH:37]=[CH:38][C:39]([F:42])=[CH:40][CH:41]=3)=[CH:31][CH:30]=2)=[O:27])[CH2:22]1)[C:15]1[CH:16]=[CH:17][CH:18]=[CH:19][CH:20]=1. (6) Given the reactants [OH-].[Na+].[CH3:3][O:4][C:5]1[CH:17]=[C:16]([C:18]([C:20]2[N:28]3[C:23]([CH:24]=[CH:25][CH:26]=[CH:27]3)=[C:22]([O:29][CH3:30])[C:21]=2[CH3:31])=[O:19])[CH:15]=[CH:14][C:6]=1[NH:7][CH2:8][C:9]([O:11]CC)=[O:10], predict the reaction product. The product is: [CH3:3][O:4][C:5]1[CH:17]=[C:16]([C:18]([C:20]2[N:28]3[C:23]([CH:24]=[CH:25][CH:26]=[CH:27]3)=[C:22]([O:29][CH3:30])[C:21]=2[CH3:31])=[O:19])[CH:15]=[CH:14][C:6]=1[NH:7][CH2:8][C:9]([OH:11])=[O:10]. (7) Given the reactants [F:1][C:2]1[CH:7]=[CH:6][C:5]([C:8](=O)[CH2:9][C:10](=O)[CH2:11][CH2:12][CH2:13][OH:14])=[CH:4][CH:3]=1.O.[NH2:18][NH2:19].[Cl-].[NH4+], predict the reaction product. The product is: [F:1][C:2]1[CH:7]=[CH:6][C:5]([C:8]2[CH:9]=[C:10]([CH2:11][CH2:12][CH2:13][OH:14])[NH:19][N:18]=2)=[CH:4][CH:3]=1.